From a dataset of Catalyst prediction with 721,799 reactions and 888 catalyst types from USPTO. Predict which catalyst facilitates the given reaction. (1) Reactant: OC(C(F)(F)F)=O.[N:8]1([C:15]([C:17]2[CH:18]=[C:19]([CH:32]=[CH:33][C:34]=2[F:35])[CH2:20][C:21]2[C:30]3[C:25](=[CH:26][CH:27]=[CH:28][CH:29]=3)[C:24](=[O:31])[NH:23][N:22]=2)=[O:16])[CH2:14][CH2:13][CH2:12][NH:11][CH2:10][CH2:9]1.[CH3:36][C:37]([CH3:44])([CH3:43])[C:38](=[O:42])[C:39](O)=[O:40].CCN(C(C)C)C(C)C.CN(C(ON1N=NC2C=CC=NC1=2)=[N+](C)C)C.F[P-](F)(F)(F)(F)F. Product: [F:35][C:34]1[CH:33]=[CH:32][C:19]([CH2:20][C:21]2[C:30]3[C:25](=[CH:26][CH:27]=[CH:28][CH:29]=3)[C:24](=[O:31])[NH:23][N:22]=2)=[CH:18][C:17]=1[C:15]([N:8]1[CH2:14][CH2:13][CH2:12][N:11]([C:39](=[O:40])[C:38](=[O:42])[C:37]([CH3:44])([CH3:43])[CH3:36])[CH2:10][CH2:9]1)=[O:16]. The catalyst class is: 3. (2) Reactant: [Cl:1][C:2]1[CH:3]=[N:4][N:5]([CH3:16])[C:6]=1[C:7]1[CH:8]=[C:9]([C:13]([OH:15])=O)[O:10][C:11]=1[CH3:12].[NH2:17][C@@H:18]([CH2:31][C:32]1[CH:37]=[CH:36][CH:35]=[C:34]([C:38]([F:41])([F:40])[F:39])[CH:33]=1)[CH2:19][N:20]1[C:28](=[O:29])[C:27]2[C:22](=[CH:23][CH:24]=[CH:25][CH:26]=2)[C:21]1=[O:30].CC(OC(N[C@H](C(O)=O)CC1C=CC=CC=1C(F)(F)F)=O)(C)C.C1CN([P+](Br)(N2CCCC2)N2CCCC2)CC1.F[P-](F)(F)(F)(F)F.CCN(C(C)C)C(C)C. Product: [Cl:1][C:2]1[CH:3]=[N:4][N:5]([CH3:16])[C:6]=1[C:7]1[CH:8]=[C:9]([C:13]([NH:17][C@@H:18]([CH2:31][C:32]2[CH:37]=[CH:36][CH:35]=[C:34]([C:38]([F:41])([F:39])[F:40])[CH:33]=2)[CH2:19][N:20]2[C:21](=[O:30])[C:22]3[C:27](=[CH:26][CH:25]=[CH:24][CH:23]=3)[C:28]2=[O:29])=[O:15])[O:10][C:11]=1[CH3:12]. The catalyst class is: 22.